This data is from Forward reaction prediction with 1.9M reactions from USPTO patents (1976-2016). The task is: Predict the product of the given reaction. (1) Given the reactants Cl[C:2]1[N:7]=[CH:6][N:5]=[C:4]([NH2:8])[CH:3]=1.CCN(CC)CC.[CH3:16][OH:17].CN([CH:21]=[O:22])C, predict the reaction product. The product is: [NH2:8][C:4]1[N:5]=[CH:6][N:7]=[C:2]([C:16]([O:22][CH3:21])=[O:17])[CH:3]=1. (2) Given the reactants [C:1]([O:5][C:6]([N:8]1[CH:12]=[CH:11][CH:10]=[C:9]1[C:13]1[CH:14]=[CH:15][C:16]2[NH:22][C:21](=[O:23])[CH2:20][O:19][CH:18]([CH3:24])[C:17]=2[CH:25]=1)=[O:7])([CH3:4])([CH3:3])[CH3:2].ClS([N:30]=[C:31]=O)(=O)=O, predict the reaction product. The product is: [C:1]([O:5][C:6]([N:8]1[C:9]([C:13]2[CH:14]=[CH:15][C:16]3[NH:22][C:21](=[O:23])[CH2:20][O:19][CH:18]([CH3:24])[C:17]=3[CH:25]=2)=[CH:10][CH:11]=[C:12]1[C:31]#[N:30])=[O:7])([CH3:4])([CH3:2])[CH3:3]. (3) Given the reactants [CH3:1][C:2]1[C:7]([CH3:8])=[CH:6][CH:5]=[CH:4][C:3]=1B(O)O.[C:12]([NH:16][C:17]1[CH:22]=[C:21](Cl)[N:20]=[C:19]([NH2:24])[N:18]=1)([CH3:15])([CH3:14])[CH3:13], predict the reaction product. The product is: [C:12]([NH:16][C:17]1[CH:22]=[C:21]([C:3]2[CH:4]=[CH:5][CH:6]=[C:7]([CH3:8])[C:2]=2[CH3:1])[N:20]=[C:19]([NH2:24])[N:18]=1)([CH3:15])([CH3:14])[CH3:13]. (4) Given the reactants [CH3:1][O:2][C:3]1[CH:4]=[N:5][CH:6]=[CH:7][C:8]=1[CH:9]1[CH2:14][CH2:13][C:12](=O)[CH2:11][CH2:10]1.BrC1C=CN=CC=1OC.CC1(C)C(C)(C)OB(C2CCC3(OCCO3)CC=2)O1.[NH:44]1[CH2:47][CH:46]([NH:48][C:49](=[O:66])[CH2:50][NH:51][C:52]2[C:61]3[C:56](=[CH:57][CH:58]=[C:59]([C:62]([F:65])([F:64])[F:63])[CH:60]=3)[N:55]=[CH:54][N:53]=2)[CH2:45]1.[BH-](OC(C)=O)(OC(C)=O)OC(C)=O.[Na+], predict the reaction product. The product is: [CH3:1][O:2][C:3]1[CH:4]=[N:5][CH:6]=[CH:7][C:8]=1[CH:9]1[CH2:14][CH2:13][CH:12]([N:44]2[CH2:45][CH:46]([NH:48][C:49](=[O:66])[CH2:50][NH:51][C:52]3[C:61]4[C:56](=[CH:57][CH:58]=[C:59]([C:62]([F:63])([F:65])[F:64])[CH:60]=4)[N:55]=[CH:54][N:53]=3)[CH2:47]2)[CH2:11][CH2:10]1. (5) Given the reactants [CH:1]([O:4][C:5]1[CH:13]=[CH:12][C:11]([S:14]([CH3:17])(=[O:16])=[O:15])=[CH:10][C:6]=1[C:7]([OH:9])=O)([CH3:3])[CH3:2].FC(F)(F)C(O)=O.[F:25][C:26]([F:39])([F:38])[C:27]1[S:31][C:30]([N:32]2[CH2:37][CH2:36][NH:35][CH2:34][CH2:33]2)=[N:29][N:28]=1, predict the reaction product. The product is: [CH:1]([O:4][C:5]1[CH:13]=[CH:12][C:11]([S:14]([CH3:17])(=[O:16])=[O:15])=[CH:10][C:6]=1[C:7]([N:35]1[CH2:34][CH2:33][N:32]([C:30]2[S:31][C:27]([C:26]([F:38])([F:25])[F:39])=[N:28][N:29]=2)[CH2:37][CH2:36]1)=[O:9])([CH3:2])[CH3:3]. (6) The product is: [CH3:30][CH:14]1[CH2:15][C:4]2[CH:5]=[C:6]([O:8][C:9]([F:10])([F:11])[F:12])[CH:7]=[CH:2][C:3]=2[O:13]1. Given the reactants I[C:2]1[CH:7]=[C:6]([O:8][C:9]([F:12])([F:11])[F:10])[CH:5]=[CH:4][C:3]=1[O:13][CH:14](OS(C1C=CC(C)=CC=1)(=O)=O)[CH2:15]C.[Mg].Br[CH2:30]CBr, predict the reaction product.